From a dataset of NCI-60 drug combinations with 297,098 pairs across 59 cell lines. Regression. Given two drug SMILES strings and cell line genomic features, predict the synergy score measuring deviation from expected non-interaction effect. Synergy scores: CSS=-1.73, Synergy_ZIP=4.99, Synergy_Bliss=5.34, Synergy_Loewe=-4.23, Synergy_HSA=-3.37. Drug 2: CN1CCC(CC1)COC2=C(C=C3C(=C2)N=CN=C3NC4=C(C=C(C=C4)Br)F)OC. Drug 1: CNC(=O)C1=CC=CC=C1SC2=CC3=C(C=C2)C(=NN3)C=CC4=CC=CC=N4. Cell line: COLO 205.